This data is from Full USPTO retrosynthesis dataset with 1.9M reactions from patents (1976-2016). The task is: Predict the reactants needed to synthesize the given product. (1) Given the product [C:11]([C:9]1[C:8]([CH2:15][CH3:16])=[C:7]([C:6]([OH:17])=[C:5]([C:1]([CH3:4])([CH3:3])[CH3:2])[CH:10]=1)[C:33]([NH:32][C:20]1[CH:21]=[CH:22][C:23]([S:25]([C:28]([F:29])([F:30])[F:31])(=[O:26])=[O:27])=[CH:24][C:19]=1[Cl:18])=[O:34])([CH3:14])([CH3:13])[CH3:12], predict the reactants needed to synthesize it. The reactants are: [C:1]([C:5]1[CH:10]=[C:9]([C:11]([CH3:14])([CH3:13])[CH3:12])[C:8]([CH2:15][CH3:16])=[CH:7][C:6]=1[OH:17])([CH3:4])([CH3:3])[CH3:2].[Cl:18][C:19]1[CH:24]=[C:23]([S:25]([C:28]([F:31])([F:30])[F:29])(=[O:27])=[O:26])[CH:22]=[CH:21][C:20]=1[N:32]=[C:33]=[O:34]. (2) Given the product [Cl:26][C:27]1[CH:35]=[C:34]([C:36]#[C:37][CH2:38][CH2:39][O:40][CH3:41])[C:30]2[O:31][CH2:32][O:33][C:29]=2[C:28]=1[NH:42][C:2]1[C:11]2[C:6](=[CH:7][C:8]([O:14][CH2:15][CH2:16][CH2:17][N:18]3[CH2:23][CH2:22][N:21]([CH3:24])[CH2:20][C:19]3=[O:25])=[C:9]([O:12][CH3:13])[CH:10]=2)[N:5]=[CH:4][N:3]=1, predict the reactants needed to synthesize it. The reactants are: Cl[C:2]1[C:11]2[C:6](=[CH:7][C:8]([O:14][CH2:15][CH2:16][CH2:17][N:18]3[CH2:23][CH2:22][N:21]([CH3:24])[CH2:20][C:19]3=[O:25])=[C:9]([O:12][CH3:13])[CH:10]=2)[N:5]=[CH:4][N:3]=1.[Cl:26][C:27]1[CH:35]=[C:34]([C:36]#[C:37][CH2:38][CH2:39][O:40][CH3:41])[C:30]2[O:31][CH2:32][O:33][C:29]=2[C:28]=1[NH2:42].C[Si]([N-][Si](C)(C)C)(C)C.[Na+].